From a dataset of Forward reaction prediction with 1.9M reactions from USPTO patents (1976-2016). Predict the product of the given reaction. Given the reactants [F:1][C:2]1[CH:23]=[CH:22][CH:21]=[C:20]([F:24])[C:3]=1[CH2:4][O:5][C:6]1[N:11]2[N:12]=[C:13]([CH3:18])[C:14]([C:15](O)=[O:16])=[C:10]2[CH:9]=[C:8]([CH3:19])[CH:7]=1.CN(C(ON1N=NC2C=CC=NC1=2)=[N+](C)C)C.F[P-](F)(F)(F)(F)F.C(N(CC)C(C)C)(C)C.C(O)(=O)C.[NH2:62][C@H:63]([C:66]1[O:70][C:69]([C@@H:71]([NH:75][C:76](=[O:82])[O:77][C:78]([CH3:81])([CH3:80])[CH3:79])[CH:72]([CH3:74])[CH3:73])=[N:68][N:67]=1)[CH2:64][OH:65].[C:83]([OH:89])([C:85]([F:88])([F:87])[F:86])=[O:84], predict the reaction product. The product is: [F:86][C:85]([F:88])([F:87])[C:83]([OH:89])=[O:84].[F:24][C:20]1[CH:21]=[CH:22][CH:23]=[C:2]([F:1])[C:3]=1[CH2:4][O:5][C:6]1[N:11]2[N:12]=[C:13]([CH3:18])[C:14]([C:15]([NH:62][C@H:63]([C:66]3[O:70][C:69]([C@@H:71]([NH:75][C:76](=[O:82])[O:77][C:78]([CH3:79])([CH3:81])[CH3:80])[CH:72]([CH3:73])[CH3:74])=[N:68][N:67]=3)[CH2:64][OH:65])=[O:16])=[C:10]2[CH:9]=[C:8]([CH3:19])[CH:7]=1.